This data is from NCI-60 drug combinations with 297,098 pairs across 59 cell lines. The task is: Regression. Given two drug SMILES strings and cell line genomic features, predict the synergy score measuring deviation from expected non-interaction effect. (1) Drug 1: CC1=C2C(C(=O)C3(C(CC4C(C3C(C(C2(C)C)(CC1OC(=O)C(C(C5=CC=CC=C5)NC(=O)OC(C)(C)C)O)O)OC(=O)C6=CC=CC=C6)(CO4)OC(=O)C)O)C)O. Drug 2: CC1C(C(CC(O1)OC2CC(OC(C2O)C)OC3=CC4=CC5=C(C(=O)C(C(C5)C(C(=O)C(C(C)O)O)OC)OC6CC(C(C(O6)C)O)OC7CC(C(C(O7)C)O)OC8CC(C(C(O8)C)O)(C)O)C(=C4C(=C3C)O)O)O)O. Cell line: COLO 205. Synergy scores: CSS=55.8, Synergy_ZIP=8.72, Synergy_Bliss=6.93, Synergy_Loewe=3.37, Synergy_HSA=3.29. (2) Drug 1: C1C(C(OC1N2C=NC3=C(N=C(N=C32)Cl)N)CO)O. Drug 2: CCC(=C(C1=CC=CC=C1)C2=CC=C(C=C2)OCCN(C)C)C3=CC=CC=C3.C(C(=O)O)C(CC(=O)O)(C(=O)O)O. Cell line: M14. Synergy scores: CSS=50.0, Synergy_ZIP=2.60, Synergy_Bliss=-0.586, Synergy_Loewe=-42.0, Synergy_HSA=-4.66. (3) Drug 1: C1CC(=O)NC(=O)C1N2CC3=C(C2=O)C=CC=C3N. Drug 2: CC12CCC3C(C1CCC2=O)CC(=C)C4=CC(=O)C=CC34C. Cell line: 786-0. Synergy scores: CSS=17.9, Synergy_ZIP=-0.961, Synergy_Bliss=-1.41, Synergy_Loewe=0.301, Synergy_HSA=0.283. (4) Drug 1: C1=NC2=C(N1)C(=S)N=C(N2)N. Drug 2: C1CN(CCN1C(=O)CCBr)C(=O)CCBr. Cell line: HCT116. Synergy scores: CSS=50.5, Synergy_ZIP=-3.64, Synergy_Bliss=-4.62, Synergy_Loewe=-2.94, Synergy_HSA=-0.000974. (5) Drug 1: COC1=C(C=C2C(=C1)N=CN=C2NC3=CC(=C(C=C3)F)Cl)OCCCN4CCOCC4. Drug 2: C(CC(=O)O)C(=O)CN.Cl. Cell line: OVCAR3. Synergy scores: CSS=37.7, Synergy_ZIP=-10.2, Synergy_Bliss=-2.98, Synergy_Loewe=-4.80, Synergy_HSA=0.337. (6) Drug 1: COCCOC1=C(C=C2C(=C1)C(=NC=N2)NC3=CC=CC(=C3)C#C)OCCOC.Cl. Drug 2: CC1C(C(CC(O1)OC2CC(CC3=C2C(=C4C(=C3O)C(=O)C5=C(C4=O)C(=CC=C5)OC)O)(C(=O)CO)O)N)O.Cl. Cell line: MALME-3M. Synergy scores: CSS=66.5, Synergy_ZIP=0.380, Synergy_Bliss=2.84, Synergy_Loewe=4.47, Synergy_HSA=5.95.